This data is from Catalyst prediction with 721,799 reactions and 888 catalyst types from USPTO. The task is: Predict which catalyst facilitates the given reaction. (1) Reactant: [C:1](Cl)(=[O:3])[CH3:2].C[O:6][C:7]1[CH:16]=[C:15]2[C:10]([CH2:11][CH2:12][C:13](=[O:17])[NH:14]2)=[CH:9][CH:8]=1.[Al+3].[Cl-].[Cl-].[Cl-]. Product: [C:1]([C:8]1[CH:9]=[C:10]2[C:15](=[CH:16][C:7]=1[OH:6])[NH:14][C:13](=[O:17])[CH2:12][CH2:11]2)(=[O:3])[CH3:2]. The catalyst class is: 26. (2) Reactant: [CH2:1]([O:8][N:9]1[C:14](=[O:15])[CH:13]=[C:12](OS(C(F)(F)F)(=O)=O)[C:11]([C:24]([O:26][CH2:27][CH3:28])=[O:25])=[CH:10]1)[C:2]1[CH:7]=[CH:6][CH:5]=[CH:4][CH:3]=1.[Cl:29][C:30]1[CH:31]=[CH:32][C:33]([CH3:37])=[C:34]([CH:36]=1)[NH2:35].C1(P(C2C=CC=CC=2)C2C=CC3C(=CC=CC=3)C=2C2C3C(=CC=CC=3)C=CC=2P(C2C=CC=CC=2)C2C=CC=CC=2)C=CC=CC=1.C(=O)([O-])[O-].[Cs+].[Cs+].[Cl-].[NH4+]. Product: [CH2:1]([O:8][N:9]1[C:14](=[O:15])[CH:13]=[C:12]([NH:35][C:34]2[CH:36]=[C:30]([Cl:29])[CH:31]=[CH:32][C:33]=2[CH3:37])[C:11]([C:24]([O:26][CH2:27][CH3:28])=[O:25])=[CH:10]1)[C:2]1[CH:7]=[CH:6][CH:5]=[CH:4][CH:3]=1. The catalyst class is: 164. (3) Reactant: [NH2:1][C:2]1[S:3][CH:4]=[C:5]([CH2:7][O:8][C:9]2[CH:18]=[C:17]([N:19]3[CH2:24][CH2:23][N:22]([CH2:25][C:26]4[CH2:31][CH2:30][C:29]([CH3:33])([CH3:32])[CH2:28][C:27]=4[C:34]4[CH:39]=[CH:38][C:37]([Cl:40])=[CH:36][CH:35]=4)[CH2:21][CH2:20]3)[CH:16]=[CH:15][C:10]=2[C:11]([O:13][CH3:14])=[O:12])[N:6]=1.C(N(CC)CC)C.[C:48](O[C:48]([O:50][C:51]([CH3:54])([CH3:53])[CH3:52])=[O:49])([O:50][C:51]([CH3:54])([CH3:53])[CH3:52])=[O:49]. Product: [C:51]([O:50][C:48]([NH:1][C:2]1[S:3][CH:4]=[C:5]([CH2:7][O:8][C:9]2[CH:18]=[C:17]([N:19]3[CH2:24][CH2:23][N:22]([CH2:25][C:26]4[CH2:31][CH2:30][C:29]([CH3:33])([CH3:32])[CH2:28][C:27]=4[C:34]4[CH:39]=[CH:38][C:37]([Cl:40])=[CH:36][CH:35]=4)[CH2:21][CH2:20]3)[CH:16]=[CH:15][C:10]=2[C:11]([O:13][CH3:14])=[O:12])[N:6]=1)=[O:49])([CH3:54])([CH3:53])[CH3:52]. The catalyst class is: 367.